This data is from Full USPTO retrosynthesis dataset with 1.9M reactions from patents (1976-2016). The task is: Predict the reactants needed to synthesize the given product. (1) Given the product [F:1][C:2]1[CH:3]=[CH:4][C:5]([C:8]2[C:9](=[O:20])[C:10]([C:15]([OH:17])=[O:16])=[CH:11][N:12]([CH3:14])[CH:13]=2)=[CH:6][CH:7]=1, predict the reactants needed to synthesize it. The reactants are: [F:1][C:2]1[CH:7]=[CH:6][C:5]([C:8]2[C:9](=[O:20])[C:10]([C:15]([O:17]CC)=[O:16])=[CH:11][N:12]([CH3:14])[CH:13]=2)=[CH:4][CH:3]=1.[OH-].[Na+]. (2) The reactants are: [NH2:1][CH2:2][CH2:3][N:4]1[C:12]([C:13]2[CH:18]=[CH:17][CH:16]=[C:15](Cl)[CH:14]=2)=[C:11]2[C:6]([N:7]([CH3:23])[C:8](=[O:22])[N:9]([CH3:21])[C:10]2=[O:20])=[CH:5]1.BrC1C=C(C=CC=1)[C:28]#[N:29]. Given the product [NH2:1][CH2:2][CH2:3][N:4]1[C:12]([C:13]2[CH:14]=[C:15]([CH:16]=[CH:17][CH:18]=2)[C:28]#[N:29])=[C:11]2[C:6]([N:7]([CH3:23])[C:8](=[O:22])[N:9]([CH3:21])[C:10]2=[O:20])=[CH:5]1, predict the reactants needed to synthesize it. (3) Given the product [C:1]([OH:7])(=[O:8])[CH2:2][CH2:3][CH2:4][C:5]([OH:9])=[O:6].[C:1]([OH:7])(=[O:8])[CH2:2][CH2:3][CH2:4][C:5]([OH:9])=[O:6].[OH:9][C@H:10]([C@H:16]([C@@H:18]1[C@:36]2([CH3:37])[C@H:21]([C@H:22]3[C@H:33]([CH2:34][CH2:35]2)[C@:31]2([CH3:32])[C:25]([CH2:26][C@H:27]([CH2:29][CH2:30]2)[OH:28])=[CH:24][CH2:23]3)[CH2:20][CH2:19]1)[CH3:17])[CH2:11][CH2:12][CH:13]([CH3:15])[CH3:14], predict the reactants needed to synthesize it. The reactants are: [C:1]1(=[O:8])[O:7][C:5](=[O:6])[CH2:4][CH2:3][CH2:2]1.[OH:9][C@H:10]([C@H:16]([C@@H:18]1[C@:36]2([CH3:37])[C@H:21]([C@H:22]3[C@H:33]([CH2:34][CH2:35]2)[C@:31]2([CH3:32])[C:25]([CH2:26][C@H:27]([CH2:29][CH2:30]2)[OH:28])=[CH:24][CH2:23]3)[CH2:20][CH2:19]1)[CH3:17])[CH2:11][CH2:12][CH:13]([CH3:15])[CH3:14].